This data is from Catalyst prediction with 721,799 reactions and 888 catalyst types from USPTO. The task is: Predict which catalyst facilitates the given reaction. Reactant: [CH:1]1([C:4]#[C:5][C:6]2[C:7]3[O:14][C:13]([CH:15]=O)=[CH:12][C:8]=3[CH:9]=[N:10][CH:11]=2)[CH2:3][CH2:2]1.[S:17]1[CH2:23][C:21](=[O:22])[NH:20][C:18]1=[S:19].C([O-])(=O)C.[Na+]. Product: [CH:1]1([C:4]#[C:5][C:6]2[C:7]3[O:14][C:13](/[CH:15]=[C:23]4/[C:21](=[O:22])[NH:20][C:18](=[S:19])[S:17]/4)=[CH:12][C:8]=3[CH:9]=[N:10][CH:11]=2)[CH2:2][CH2:3]1. The catalyst class is: 15.